Dataset: Forward reaction prediction with 1.9M reactions from USPTO patents (1976-2016). Task: Predict the product of the given reaction. (1) Given the reactants [C:1]1(=[O:13])[CH2:12][CH2:11][CH2:10][CH:9]=[CH:8][CH2:7][CH2:6][CH:5]=[CH:4][CH2:3][CH2:2]1.[H][H], predict the reaction product. The product is: [C:1]1(=[O:13])[CH2:12][CH2:11][CH2:10][CH2:9][CH2:8][CH2:7][CH2:6][CH2:5][CH2:4][CH2:3][CH2:2]1. (2) Given the reactants [CH2:1]([C:3]1[CH:8]=[CH:7][C:6]([C:9]2[S:13][C:12]([CH3:14])=[N:11][C:10]=2[C:15]([OH:17])=O)=[CH:5][CH:4]=1)[CH3:2].[NH:18]1[CH2:23][CH2:22][CH2:21][C@@H:20]([NH:24][C:25]([C:27]2[N:34]3[C:30]([S:31][CH:32]=[CH:33]3)=[N:29][C:28]=2[CH3:35])=[O:26])[CH2:19]1, predict the reaction product. The product is: [CH2:1]([C:3]1[CH:4]=[CH:5][C:6]([C:9]2[S:13][C:12]([CH3:14])=[N:11][C:10]=2[C:15]([N:18]2[CH2:23][CH2:22][CH2:21][C@@H:20]([NH:24][C:25]([C:27]3[N:34]4[C:30]([S:31][CH:32]=[CH:33]4)=[N:29][C:28]=3[CH3:35])=[O:26])[CH2:19]2)=[O:17])=[CH:7][CH:8]=1)[CH3:2]. (3) Given the reactants [CH2:1]([O:8][C:9]1[CH:10]=[C:11]2[C:15](=[CH:16][CH:17]=1)[NH:14][CH:13]=[C:12]2[CH:18]1[CH2:22][CH2:21][NH:20][CH2:19]1)[C:2]1[CH:7]=[CH:6][CH:5]=[CH:4][CH:3]=1.[C:23]([OH:27])(=[O:26])[CH:24]=O, predict the reaction product. The product is: [CH2:1]([O:8][C:9]1[CH:10]=[C:11]2[C:15](=[CH:16][CH:17]=1)[NH:14][C:13]1[CH:24]([C:23]([OH:27])=[O:26])[N:20]3[CH2:19][CH:18]([C:12]2=1)[CH2:22][CH2:21]3)[C:2]1[CH:3]=[CH:4][CH:5]=[CH:6][CH:7]=1. (4) Given the reactants [NH:1]1[CH:5]=[N:4][CH:3]=[N:2]1.C(=O)([O-])[O-].[Cs+].[Cs+].[I-].[K+].Br[CH2:15][C:16]1[CH:23]=[CH:22][C:19]([C:20]#[N:21])=[CH:18][CH:17]=1, predict the reaction product. The product is: [N:1]1([CH2:15][C:16]2[CH:23]=[CH:22][C:19]([C:20]#[N:21])=[CH:18][CH:17]=2)[CH:5]=[N:4][CH:3]=[N:2]1. (5) The product is: [CH3:1][O:2][C:3]1[CH:4]=[CH:5][C:6]([C:9]2([CH2:14][NH:15][C:35]([C:33]3[NH:32][C:29]4=[CH:30][N:31]=[C:26]([Cl:25])[CH:27]=[C:28]4[CH:34]=3)=[O:36])[O:10][CH2:11][CH2:12][O:13]2)=[CH:7][CH:8]=1. Given the reactants [CH3:1][O:2][C:3]1[CH:8]=[CH:7][C:6]([C:9]2([CH2:14][NH2:15])[O:13][CH2:12][CH2:11][O:10]2)=[CH:5][CH:4]=1.CCN(C(C)C)C(C)C.[Cl:25][C:26]1[CH:27]=[C:28]2[CH:34]=[C:33]([C:35](O)=[O:36])[NH:32][C:29]2=[CH:30][N:31]=1.C1C=CC2N(O)N=NC=2C=1.CCN=C=NCCCN(C)C, predict the reaction product. (6) Given the reactants Cl[CH2:2][CH2:3][CH:4]([C:6]1[CH:11]=[CH:10][CH:9]=[CH:8][CH:7]=1)[OH:5].[CH3:12][NH:13][CH2:14][C:15]1[CH:20]=[CH:19][CH:18]=[CH:17][CH:16]=1.[I-].[K+].C(=O)([O-])[O-].[K+].[K+], predict the reaction product. The product is: [CH2:14]([N:13]([CH3:12])[CH2:2][CH2:3][CH:4]([C:6]1[CH:11]=[CH:10][CH:9]=[CH:8][CH:7]=1)[OH:5])[C:15]1[CH:20]=[CH:19][CH:18]=[CH:17][CH:16]=1. (7) The product is: [OH:7][CH2:8][C:9]1[CH:14]=[CH:13][C:12]([CH2:15][CH2:16][CH2:17][OH:18])=[CH:11][CH:10]=1. Given the reactants [H-].[H-].[H-].[H-].[Li+].[Al+3].[OH:7][CH2:8][C:9]1[CH:14]=[CH:13][C:12]([CH2:15][CH2:16][C:17](O)=[O:18])=[CH:11][CH:10]=1.[NH4+].[Cl-], predict the reaction product.